Task: Predict the reaction yield, written as a fraction of the theoretical maximum amount of product (1.0 means a 100% yield; for example, 0.34 means a 34% yield).. Dataset: Reaction yield outcomes from USPTO patents with 853,638 reactions (1) The reactants are Br[C:2]1[CH:3]=[C:4]2[C:9](=[CH:10][CH:11]=1)[CH:8]=[C:7]([O:12][CH2:13][CH2:14][N:15]1[CH2:19][CH2:18][N:17]([CH3:20])[C:16]1=[O:21])[CH:6]=[CH:5]2.B1(B2OC(C)(C)C(C)(C)O2)OC(C)(C)C(C)(C)O1.C([O-])(=O)C.[K+].Br[C:46]1[C:54]2[C:49](=[CH:50][CH:51]=[C:52]([C:55]#[N:56])[CH:53]=2)[N:48]([CH:57]2[CH2:62][CH2:61][CH2:60][CH2:59][O:58]2)[N:47]=1.P([O-])([O-])([O-])=O.[K+].[K+].[K+]. The catalyst is CN(C=O)C.C1C=CC(P(C2C=CC=CC=2)[C-]2C=CC=C2)=CC=1.C1C=CC(P(C2C=CC=CC=2)[C-]2C=CC=C2)=CC=1.Cl[Pd]Cl.[Fe+2].ClCCl. The product is [CH3:20][N:17]1[CH2:18][CH2:19][N:15]([CH2:14][CH2:13][O:12][C:7]2[CH:8]=[C:9]3[C:4](=[CH:5][CH:6]=2)[CH:3]=[C:2]([C:46]2[C:54]4[C:49](=[CH:50][CH:51]=[C:52]([C:55]#[N:56])[CH:53]=4)[N:48]([CH:57]4[CH2:62][CH2:61][CH2:60][CH2:59][O:58]4)[N:47]=2)[CH:11]=[CH:10]3)[C:16]1=[O:21]. The yield is 0.160. (2) The yield is 0.910. The reactants are [C:1]1([C:7]2[CH:15]=[CH:14][C:10]([C:11](O)=[O:12])=[CH:9][CH:8]=2)[CH:6]=[CH:5][CH:4]=[CH:3][CH:2]=1.S(Cl)([Cl:18])=O. No catalyst specified. The product is [C:1]1([C:7]2[CH:15]=[CH:14][C:10]([C:11]([Cl:18])=[O:12])=[CH:9][CH:8]=2)[CH:6]=[CH:5][CH:4]=[CH:3][CH:2]=1.